From a dataset of Catalyst prediction with 721,799 reactions and 888 catalyst types from USPTO. Predict which catalyst facilitates the given reaction. (1) Reactant: [CH3:1][O:2][C:3]([CH:5]1[CH2:10][NH:9][CH2:8][CH2:7][N:6]1[C:11]([O:13][C:14]([CH3:17])([CH3:16])[CH3:15])=[O:12])=[O:4].[Br:18][C:19]1[CH:24]=[CH:23][C:22]([S:25](Cl)(=[O:27])=[O:26])=[CH:21][CH:20]=1. Product: [Br:18][C:19]1[CH:24]=[CH:23][C:22]([S:25]([N:9]2[CH2:8][CH2:7][N:6]([C:11]([O:13][C:14]([CH3:17])([CH3:16])[CH3:15])=[O:12])[CH:5]([C:3]([O:2][CH3:1])=[O:4])[CH2:10]2)(=[O:27])=[O:26])=[CH:21][CH:20]=1. The catalyst class is: 2. (2) The catalyst class is: 3. Reactant: [CH3:1][C:2]1[O:3][C:4]([C:14]2[CH:19]=[CH:18][N:17]=[CH:16][CH:15]=2)=[C:5]([C:7]2[CH:12]=[CH:11][C:10]([OH:13])=[CH:9][CH:8]=2)[N:6]=1.C([O-])([O-])=O.[Cs+].[Cs+].Cl[CH2:27][C:28]1[CH:37]=[CH:36][C:35]2[C:30](=[CH:31][CH:32]=[CH:33][CH:34]=2)[N:29]=1. Product: [CH3:1][C:2]1[O:3][C:4]([C:14]2[CH:19]=[CH:18][N:17]=[CH:16][CH:15]=2)=[C:5]([C:7]2[CH:8]=[CH:9][C:10]([O:13][CH2:27][C:28]3[CH:37]=[CH:36][C:35]4[C:30](=[CH:31][CH:32]=[CH:33][CH:34]=4)[N:29]=3)=[CH:11][CH:12]=2)[N:6]=1. (3) Reactant: [F:1][C:2]1[CH:7]=[CH:6][C:5]([C:8](=[O:17])[CH2:9][C:10]2[CH:15]=[CH:14][N:13]=[C:12]([F:16])[CH:11]=2)=[CH:4][CH:3]=1.CO[CH:20](OC)[N:21]([CH3:23])[CH3:22]. Product: [CH3:20][N:21]([CH3:23])[CH:22]=[C:9]([C:10]1[CH:15]=[CH:14][N:13]=[C:12]([F:16])[CH:11]=1)[C:8]([C:5]1[CH:4]=[CH:3][C:2]([F:1])=[CH:7][CH:6]=1)=[O:17]. The catalyst class is: 7.